This data is from Catalyst prediction with 721,799 reactions and 888 catalyst types from USPTO. The task is: Predict which catalyst facilitates the given reaction. (1) Reactant: [Cl:1][C:2]1[CH:3]=[C:4]([C:12]2[N:16]=[C:15]([C:17]3[CH:32]=[CH:31][C:20]([CH2:21][NH:22][CH2:23][CH:24]4[CH2:28][O:27]C(C)(C)[O:25]4)=[CH:19][CH:18]=3)[O:14][N:13]=2)[CH:5]=[CH:6][C:7]=1[O:8][CH:9]([CH3:11])[CH3:10].Cl.[OH-].[Na+]. Product: [Cl:1][C:2]1[CH:3]=[C:4]([C:12]2[N:16]=[C:15]([C:17]3[CH:32]=[CH:31][C:20]([CH2:21][NH:22][CH2:23][CH:24]([OH:25])[CH2:28][OH:27])=[CH:19][CH:18]=3)[O:14][N:13]=2)[CH:5]=[CH:6][C:7]=1[O:8][CH:9]([CH3:11])[CH3:10]. The catalyst class is: 1. (2) Reactant: FC(F)(F)C(O)=O.[N:8]([CH2:11][CH:12]([S:67][S:68][CH:69]([CH3:71])[CH3:70])[CH2:13][C@@H:14]([NH:59]C(OC(C)(C)C)=O)[C:15]([O:17][C@H:18]1[C@@H:22]([OH:23])[C@H:21]([N:24]2[CH:32]=[N:31][C:30]3[C:25]2=[N:26][CH:27]=[N:28][C:29]=3[NH2:33])[O:20][C@H:19]1[CH2:34][O:35][P:36]([O:39][C@H:40]1[CH2:44][C@H:43]([N:45]2[CH:50]=[CH:49][C:48]([NH2:51])=[N:47][C:46]2=[O:52])[O:42][C@@H:41]1[CH2:53][O:54][P:55]([OH:58])([OH:57])=[O:56])([OH:38])=[O:37])=[O:16])=[N+:9]=[N-:10]. Product: [NH2:59][C@H:14]([CH2:13][CH:12]([S:67][S:68][CH:69]([CH3:71])[CH3:70])[CH2:11][N:8]=[N+:9]=[N-:10])[C:15]([O:17][C@H:18]1[C@@H:22]([OH:23])[C@H:21]([N:24]2[CH:32]=[N:31][C:30]3[C:25]2=[N:26][CH:27]=[N:28][C:29]=3[NH2:33])[O:20][C@H:19]1[CH2:34][O:35][P:36]([O:39][C@H:40]1[CH2:44][C@H:43]([N:45]2[CH:50]=[CH:49][C:48]([NH2:51])=[N:47][C:46]2=[O:52])[O:42][C@@H:41]1[CH2:53][O:54][P:55]([OH:58])([OH:57])=[O:56])([OH:38])=[O:37])=[O:16]. The catalyst class is: 4. (3) Reactant: [Cl:1][C:2]1[CH:7]=[CH:6][C:5]([CH:8]2[CH2:13][CH2:12][N:11](C(OC(C)(C)C)=O)[CH2:10][CH2:9]2)=[CH:4][CH:3]=1.FC(F)(F)C(O)=O. Product: [Cl:1][C:2]1[CH:7]=[CH:6][C:5]([CH:8]2[CH2:9][CH2:10][NH:11][CH2:12][CH2:13]2)=[CH:4][CH:3]=1. The catalyst class is: 4. (4) Reactant: [BH-](OC(C)=O)(OC(C)=O)OC(C)=O.[Na+].[NH:15]1[CH2:19][CH2:18][CH2:17][CH2:16]1.[CH2:20]([N:27]1[CH2:31][CH2:30][CH2:29][C:28]1=O)[C:21]1[CH:26]=[CH:25][CH:24]=[CH:23][CH:22]=1.C([O-])(O)=O.[Na+]. Product: [CH2:20]([N:27]1[CH2:31][CH2:30][CH:29]([N:15]2[CH2:19][CH2:18][CH2:17][CH2:16]2)[CH2:28]1)[C:21]1[CH:26]=[CH:25][CH:24]=[CH:23][CH:22]=1. The catalyst class is: 559. (5) Reactant: [NH2:1][C:2]1[C:11]2[N:12]=[C:13]3[CH2:18][O:17][CH2:16][C@H:15]([CH2:19][OH:20])[N:14]3[C:10]=2[C:9]2[C:4](=[CH:5][CH:6]=[CH:7][CH:8]=2)[N:3]=1.[C:21]1(P([C:21]2[CH:26]=[CH:25][CH:24]=[CH:23][CH:22]=2)[C:21]2[CH:26]=[CH:25][CH:24]=[CH:23][CH:22]=2)[CH:26]=[CH:25][CH:24]=[CH:23][CH:22]=1.C1(O)C=CC=CC=1.N(C(OC(C)C)=O)=NC(OC(C)C)=O. Product: [O:20]([CH2:19][C@@H:15]1[N:14]2[C:10]3[C:9]4[C:4](=[CH:5][CH:6]=[CH:7][CH:8]=4)[N:3]=[C:2]([NH2:1])[C:11]=3[N:12]=[C:13]2[CH2:18][O:17][CH2:16]1)[C:21]1[CH:26]=[CH:25][CH:24]=[CH:23][CH:22]=1. The catalyst class is: 396. (6) The catalyst class is: 227. Reactant: [C:1]([CH2:3][N:4]1[CH2:8][C@H:7]([OH:9])[CH2:6][C@H:5]1[C:10]([O:12]C)=O)#[N:2]. Product: [OH:9][C@H:7]1[CH2:8][N:4]2[CH2:3][CH2:1][NH:2][C:10](=[O:12])[C@@H:5]2[CH2:6]1. (7) Reactant: C(O[C:4](=[O:13])[C:5]1[CH:10]=[C:9]([NH2:11])[N:8]=[C:7]([NH2:12])[CH:6]=1)C.[CH3:14][NH2:15]. Product: [NH2:11][C:9]1[CH:10]=[C:5]([CH:6]=[C:7]([NH2:12])[N:8]=1)[C:4]([NH:15][CH3:14])=[O:13]. The catalyst class is: 5.